Dataset: Forward reaction prediction with 1.9M reactions from USPTO patents (1976-2016). Task: Predict the product of the given reaction. (1) Given the reactants [CH2:1]([O:3][C:4]([CH2:6][C:7]1[NH:8][C:9]2[CH:15]=[C:14]([C:16]([OH:18])=O)[CH:13]=[CH:12][C:10]=2[N:11]=1)=[O:5])[CH3:2].[CH3:19][N:20](C(ON1N=NC2C=CC=CC1=2)=[N+](C)C)[CH3:21].F[P-](F)(F)(F)(F)F.C(N(C(C)C)CC)(C)C.CNC, predict the reaction product. The product is: [CH3:19][N:20]([CH3:21])[C:16]([C:14]1[CH:13]=[CH:12][C:10]2[N:11]=[C:7]([CH2:6][C:4]([O:3][CH2:1][CH3:2])=[O:5])[NH:8][C:9]=2[CH:15]=1)=[O:18]. (2) The product is: [CH3:43][O:42][C:41](=[O:45])[NH:1][C:2]1[CH:3]=[C:4]([C:5](=[O:6])[NH:7][C:8]2[C:13]([CH3:14])=[CH:12][C:11]([C:15]([F:24])([C:20]([F:21])([F:22])[F:23])[C:16]([F:18])([F:19])[F:17])=[CH:10][C:9]=2[CH2:25][CH3:26])[CH:27]=[CH:28][C:29]=1[N:30]1[CH:34]=[N:33][CH:32]=[N:31]1. Given the reactants [NH2:1][C:2]1[CH:3]=[C:4]([CH:27]=[CH:28][C:29]=1[N:30]1[CH:34]=[N:33][CH:32]=[N:31]1)[C:5]([NH:7][C:8]1[C:13]([CH3:14])=[CH:12][C:11]([C:15]([F:24])([C:20]([F:23])([F:22])[F:21])[C:16]([F:19])([F:18])[F:17])=[CH:10][C:9]=1[CH2:25][CH3:26])=[O:6].N1C=CC=CC=1.[C:41](Cl)(=[O:45])[O:42][CH2:43]C, predict the reaction product. (3) Given the reactants [C:1]([C:3]1[CH:35]=[CH:34][C:6]2[N:7]([CH2:22][C:23]3[C:32]4[C:27](=[CH:28][CH:29]=[CH:30][CH:31]=4)[CH:26]=[CH:25][C:24]=3[CH3:33])[C:8](=[O:21])[C@@H:9]([NH:13][C:14](=[O:20])[O:15][C:16]([CH3:19])([CH3:18])[CH3:17])[C@H:10]([CH3:12])[NH:11][C:5]=2[CH:4]=1)#[N:2].N1C=CC=CC=1.[C:42](Cl)(=[O:44])[CH3:43], predict the reaction product. The product is: [C:42]([N:11]1[C@@H:10]([CH3:12])[C@H:9]([NH:13][C:14](=[O:20])[O:15][C:16]([CH3:19])([CH3:18])[CH3:17])[C:8](=[O:21])[N:7]([CH2:22][C:23]2[C:32]3[C:27](=[CH:28][CH:29]=[CH:30][CH:31]=3)[CH:26]=[CH:25][C:24]=2[CH3:33])[C:6]2[CH:34]=[CH:35][C:3]([C:1]#[N:2])=[CH:4][C:5]1=2)(=[O:44])[CH3:43].